This data is from Reaction yield outcomes from USPTO patents with 853,638 reactions. The task is: Predict the reaction yield, written as a fraction of the theoretical maximum amount of product (1.0 means a 100% yield; for example, 0.34 means a 34% yield). The reactants are [CH3:1][O:2][C:3]1[CH:8]=[CH:7][CH:6]=[CH:5][C:4]=1[C:9]([F:12])([F:11])[F:10].[Li]CCCC.CC([O:21][B:22](OC(C)C)[O:23]C(C)C)C.Cl.COC1C(C(F)(F)F)=C(B(O)O)C=CC=1. The catalyst is C1COCC1. The product is [CH3:1][O:2][C:3]1[C:4]([C:9]([F:10])([F:11])[F:12])=[CH:5][CH:6]=[CH:7][C:8]=1[B:22]([OH:23])[OH:21]. The yield is 0.830.